From a dataset of Forward reaction prediction with 1.9M reactions from USPTO patents (1976-2016). Predict the product of the given reaction. (1) Given the reactants [NH2:1][C:2]1[C:12]([CH:13]=[CH2:14])=[C:11]([CH2:15][N:16]2[CH2:21][CH2:20][CH2:19][C@H:18]([N:22]([CH3:30])[C:23]([O:25][C:26]([CH3:29])([CH3:28])[CH3:27])=[O:24])[CH2:17]2)[C:10]([C:31]([F:34])([F:33])[F:32])=[CH:9][C:3]=1[C:4]([O:6][CH2:7][CH3:8])=[O:5].C(OCC)(=O)C, predict the reaction product. The product is: [NH2:1][C:2]1[C:12]([CH2:13][CH3:14])=[C:11]([CH2:15][N:16]2[CH2:21][CH2:20][CH2:19][C@H:18]([N:22]([CH3:30])[C:23]([O:25][C:26]([CH3:27])([CH3:29])[CH3:28])=[O:24])[CH2:17]2)[C:10]([C:31]([F:34])([F:32])[F:33])=[CH:9][C:3]=1[C:4]([O:6][CH2:7][CH3:8])=[O:5]. (2) Given the reactants N(C(OC(C)C)=O)=NC(OC(C)C)=O.[Br:15][C:16]1[C:17]([OH:41])=[C:18]([C:23]([N:26]([C:34]([O:36][C:37]([CH3:40])([CH3:39])[CH3:38])=[O:35])[C:27]([O:29][C:30]([CH3:33])([CH3:32])[CH3:31])=[O:28])=[CH:24][CH:25]=1)[C:19]([O:21][CH3:22])=[O:20].O[CH2:43][C@H:44]1[CH2:48][CH2:47][CH2:46][N:45]1[C:49]([O:51][C:52]([CH3:55])([CH3:54])[CH3:53])=[O:50].C1(P(C2C=CC=CC=2)C2C=CC=CC=2)C=CC=CC=1, predict the reaction product. The product is: [Br:15][C:16]1[C:17]([O:41][CH2:43][C@H:44]2[CH2:48][CH2:47][CH2:46][N:45]2[C:49]([O:51][C:52]([CH3:53])([CH3:55])[CH3:54])=[O:50])=[C:18]([C:19]([O:21][CH3:22])=[O:20])[C:23]([N:26]([C:27]([O:29][C:30]([CH3:33])([CH3:31])[CH3:32])=[O:28])[C:34]([O:36][C:37]([CH3:40])([CH3:39])[CH3:38])=[O:35])=[CH:24][CH:25]=1. (3) The product is: [C:8]([N:15]1[CH2:21][CH2:20][CH2:19][C@H:16]1[C:17]([CH:1]1[CH2:5][CH2:4][CH2:3][CH2:2]1)=[O:18])([O:10][C:11]([CH3:14])([CH3:13])[CH3:12])=[O:9]. Given the reactants [CH:1]1([Mg]Cl)[CH2:5][CH2:4][CH2:3][CH2:2]1.[C:8]([N:15]1[CH2:21][CH2:20][CH2:19][C@H:16]1[CH:17]=[O:18])([O:10][C:11]([CH3:14])([CH3:13])[CH3:12])=[O:9], predict the reaction product. (4) Given the reactants [S:1]1[CH:5]=[N:4][N:3]=[C:2]1[NH2:6].N1C=CC=CC=1.Cl[C:14]([O:16][CH2:17][C:18]([Cl:21])([Cl:20])[Cl:19])=[O:15].O, predict the reaction product. The product is: [S:1]1[CH:5]=[N:4][N:3]=[C:2]1[NH:6][C:14](=[O:15])[O:16][CH2:17][C:18]([Cl:21])([Cl:20])[Cl:19]. (5) Given the reactants C[O:2][C:3](=[O:19])[CH:4]=[CH:5][C:6]1[CH:11]=[CH:10][C:9]([C:12]([F:15])([F:14])[F:13])=[CH:8][C:7]=1[O:16][CH2:17][CH3:18].[Li+].[OH-], predict the reaction product. The product is: [CH2:17]([O:16][C:7]1[CH:8]=[C:9]([C:12]([F:13])([F:15])[F:14])[CH:10]=[CH:11][C:6]=1[CH:5]=[CH:4][C:3]([OH:19])=[O:2])[CH3:18]. (6) Given the reactants C[Si](C)(C)[C:3]1[S:4][CH:5]=[CH:6][N:7]=1.C([Li])CCC.Cl[CH2:16][C:17]([C:19]1([CH3:25])[CH2:24][CH2:23][CH2:22][CH2:21][CH2:20]1)=[O:18].[Cl-].[NH4+], predict the reaction product. The product is: [CH3:25][C:19]1([C:17]2([C:5]3[S:4][CH:3]=[N:7][CH:6]=3)[CH2:16][O:18]2)[CH2:24][CH2:23][CH2:22][CH2:21][CH2:20]1.